From a dataset of Full USPTO retrosynthesis dataset with 1.9M reactions from patents (1976-2016). Predict the reactants needed to synthesize the given product. (1) Given the product [CH3:24][S:25]([C:28]1[CH:33]=[CH:32][C:31]([C:2]2[N:7]=[CH:6][C:5]([NH:8][C:9]([CH:11]3[CH2:16][CH2:15][N:14]([C:17]([O:19][C:20]([CH3:23])([CH3:22])[CH3:21])=[O:18])[CH2:13][CH2:12]3)=[O:10])=[CH:4][CH:3]=2)=[CH:30][CH:29]=1)(=[O:27])=[O:26], predict the reactants needed to synthesize it. The reactants are: Br[C:2]1[N:7]=[CH:6][C:5]([NH:8][C:9]([CH:11]2[CH2:16][CH2:15][N:14]([C:17]([O:19][C:20]([CH3:23])([CH3:22])[CH3:21])=[O:18])[CH2:13][CH2:12]2)=[O:10])=[CH:4][CH:3]=1.[CH3:24][S:25]([C:28]1[CH:33]=[CH:32][C:31](B(O)O)=[CH:30][CH:29]=1)(=[O:27])=[O:26].C([O-])([O-])=O.[Na+].[Na+]. (2) Given the product [Cl:57][C:53]1[CH:52]=[C:51]([C:49]2[O:48][N:47]=[C:46]([CH2:45][S:22][C:9]3[N:10]([CH3:11])[C:6]([C:2]4[O:1][CH:5]=[CH:4][CH:3]=4)=[N:7][CH:8]=3)[N:50]=2)[CH:56]=[CH:55][CH:54]=1, predict the reactants needed to synthesize it. The reactants are: [O:1]1[CH:5]=[CH:4][CH:3]=[C:2]1[C:6]1[N:10]([CH3:11])[C:9](=O)[CH2:8][N:7]=1.COC1C=CC(P2(SP(C3C=CC(OC)=CC=3)(=S)S2)=[S:22])=CC=1.CCN(C(C)C)C(C)C.Cl[CH2:45][C:46]1[N:50]=[C:49]([C:51]2[CH:56]=[CH:55][CH:54]=[C:53]([Cl:57])[CH:52]=2)[O:48][N:47]=1. (3) Given the product [NH2:57][C@H:55]([CH3:56])[C@H:50]([NH:49][C:11](=[O:13])[C:10]1[CH:9]=[CH:8][C:7]([C:6]#[C:5][C:4]#[C:3][CH2:2][OH:1])=[CH:15][CH:14]=1)[C:51]([O:53][CH3:54])=[O:52], predict the reactants needed to synthesize it. The reactants are: [OH:1][CH2:2][C:3]#[C:4][C:5]#[C:6][C:7]1[CH:15]=[CH:14][C:10]([C:11]([OH:13])=O)=[CH:9][CH:8]=1.CN(C(ON1N=NC2C=CC=NC1=2)=[N+](C)C)C.F[P-](F)(F)(F)(F)F.CCN(C(C)C)C(C)C.[NH2:49][C@@H:50]([C@H:55]([NH:57]C(OC(C)(C)C)=O)[CH3:56])[C:51]([O:53][CH3:54])=[O:52].C(O)(C(F)(F)F)=O. (4) Given the product [Cl:31][C:26]1[CH:25]=[C:24]([C:16]2([C:20]([F:22])([F:21])[F:23])[O:15][N:14]=[C:13]([C:10]3[CH:11]=[CH:12][C:7]([C:6]([OH:33])=[O:5])=[C:8]([CH3:32])[CH:9]=3)[C:17]2=[N:18][OH:19])[CH:29]=[C:28]([Cl:30])[CH:27]=1, predict the reactants needed to synthesize it. The reactants are: C([O:5][C:6](=[O:33])[C:7]1[CH:12]=[CH:11][C:10]([C:13]2[C:17](=[N:18][OH:19])[C:16]([C:24]3[CH:29]=[C:28]([Cl:30])[CH:27]=[C:26]([Cl:31])[CH:25]=3)([C:20]([F:23])([F:22])[F:21])[O:15][N:14]=2)=[CH:9][C:8]=1[CH3:32])(C)(C)C.FC(F)(F)C(O)=O. (5) Given the product [CH3:36][O:35][C:29]1[CH:28]=[C:27]([C:25]([C@@H:22]2[C@:21]3([CH3:37])[C@H:16]([C:17]([CH3:39])([CH3:38])[CH2:18][CH2:19][CH2:20]3)[CH2:15][C@H:14]([CH2:13][N:3]3[CH:7]=[CH:6][N:5]=[CH:4]3)[C@H:23]2[CH3:24])=[O:26])[CH:32]=[C:31]([O:33][CH3:34])[CH:30]=1, predict the reactants needed to synthesize it. The reactants are: [H-].[Na+].[NH:3]1[CH:7]=[CH:6][N:5]=[CH:4]1.CS(O[CH2:13][C@@H:14]1[C@@H:23]([CH3:24])[C@H:22]([C:25]([C:27]2[CH:32]=[C:31]([O:33][CH3:34])[CH:30]=[C:29]([O:35][CH3:36])[CH:28]=2)=[O:26])[C@:21]2([CH3:37])[C@H:16]([C:17]([CH3:39])([CH3:38])[CH2:18][CH2:19][CH2:20]2)[CH2:15]1)(=O)=O.C([O-])(O)=O.[Na+]. (6) Given the product [C:4]12([C:14](=[O:15])[NH:13][C:12](=[O:16])[NH:11]1)[C:5]1[C:10](=[CH:9][CH:8]=[CH:7][CH:6]=1)[C:2](=[O:1])[CH2:3]2, predict the reactants needed to synthesize it. The reactants are: [OH:1][CH:2]1[C:10]2[C:5](=[CH:6][CH:7]=[CH:8][CH:9]=2)[C:4]2([C:14](=[O:15])[NH:13][C:12](=[O:16])[NH:11]2)[CH2:3]1. (7) Given the product [CH2:13]([O:1][C:2]1[CH:3]=[CH:4][C:5]([CH2:8][CH2:9][C:10]([OH:12])=[O:11])=[CH:6][CH:7]=1)[C:14]1[CH:19]=[CH:18][CH:17]=[CH:16][CH:15]=1, predict the reactants needed to synthesize it. The reactants are: [OH:1][C:2]1[CH:7]=[CH:6][C:5]([CH2:8][CH2:9][C:10]([OH:12])=[O:11])=[CH:4][CH:3]=1.[CH2:13](Br)[C:14]1[CH:19]=[CH:18][CH:17]=[CH:16][CH:15]=1.Cl. (8) Given the product [NH2:1][C@H:2]([C:11]([OH:13])=[O:12])[CH2:3][C:4]1[CH:5]=[CH:6][C:7]([OH:10])=[CH:8][CH:9]=1, predict the reactants needed to synthesize it. The reactants are: [NH2:1][C@@H:2]([C:11]([OH:13])=[O:12])[CH2:3][C:4]1[CH:9]=[CH:8][C:7]([OH:10])=[CH:6][CH:5]=1.N[C@H](C(O)=O)CC1C=CC=CC=1.N[C@@H](C(O)=O)CC1C=CC=CC=1.O=C([C@H](CC1C=C(O)C(O)=CC=1)N)O.C1NC=NC=1C[C@@H](N)C(O)=O. (9) Given the product [Cl:1][C:2]1[C:10]([F:11])=[CH:9][C:5]([CH2:6][OH:7])=[C:4]([F:12])[CH:3]=1, predict the reactants needed to synthesize it. The reactants are: [Cl:1][C:2]1[C:10]([F:11])=[CH:9][C:5]([C:6](O)=[O:7])=[C:4]([F:12])[CH:3]=1.B.C1COCC1.Cl.